From a dataset of Full USPTO retrosynthesis dataset with 1.9M reactions from patents (1976-2016). Predict the reactants needed to synthesize the given product. The reactants are: [CH2:1]([N:3]([CH2:35][CH3:36])[CH2:4]/[CH:5]=[CH:6]\[C:7]1[CH:12]=[C:11]([F:13])[CH:10]=[CH:9][C:8]=1[S:14]([NH:17][C:18]1[CH:27]=[CH:26][C:25]2[C:24]3=[CH:28][CH:29]=[N:30][N:23]3[CH:22]=[CH:21][C:20]=2[C:19]=1[C:31]([O:33]C)=[O:32])(=[O:16])=[O:15])[CH3:2].[OH-].[Li+]. Given the product [CH2:35]([N:3]([CH2:1][CH3:2])[CH2:4]/[CH:5]=[CH:6]\[C:7]1[CH:12]=[C:11]([F:13])[CH:10]=[CH:9][C:8]=1[S:14]([NH:17][C:18]1[CH:27]=[CH:26][C:25]2[C:24]3=[CH:28][CH:29]=[N:30][N:23]3[CH:22]=[CH:21][C:20]=2[C:19]=1[C:31]([OH:33])=[O:32])(=[O:15])=[O:16])[CH3:36], predict the reactants needed to synthesize it.